This data is from Peptide-MHC class II binding affinity with 134,281 pairs from IEDB. The task is: Regression. Given a peptide amino acid sequence and an MHC pseudo amino acid sequence, predict their binding affinity value. This is MHC class II binding data. (1) The peptide sequence is LTAAINKGILVTVNP. The MHC is DRB3_0202 with pseudo-sequence DRB3_0202. The binding affinity (normalized) is 0.898. (2) The peptide sequence is INRQILDNAAKYV. The MHC is HLA-DQA10501-DQB10301 with pseudo-sequence HLA-DQA10501-DQB10301. The binding affinity (normalized) is 0.0307. (3) The peptide sequence is CSGEPVVVHITDDNE. The MHC is DRB1_0701 with pseudo-sequence DRB1_0701. The binding affinity (normalized) is 0.0593. (4) The peptide sequence is NPRQAYANYRDIDLG. The MHC is DRB4_0101 with pseudo-sequence DRB4_0103. The binding affinity (normalized) is 0.168. (5) The peptide sequence is GLVGAVGGTATAGAF. The MHC is DRB1_0101 with pseudo-sequence DRB1_0101. The binding affinity (normalized) is 0.422. (6) The peptide sequence is KQRVCPCEICAQNPG. The MHC is DRB1_0101 with pseudo-sequence DRB1_0101. The binding affinity (normalized) is 0.162.